From a dataset of CYP2D6 inhibition data for predicting drug metabolism from PubChem BioAssay. Regression/Classification. Given a drug SMILES string, predict its absorption, distribution, metabolism, or excretion properties. Task type varies by dataset: regression for continuous measurements (e.g., permeability, clearance, half-life) or binary classification for categorical outcomes (e.g., BBB penetration, CYP inhibition). Dataset: cyp2d6_veith. (1) The result is 0 (non-inhibitor). The molecule is COC(=O)c1cn[nH]c1NC(=S)Nc1ccccc1C. (2) The compound is OC[C@@H]1O[C@H](O)[C@@H](Cl)[C@H](O)[C@@H]1O. The result is 0 (non-inhibitor). (3) The molecule is NNc1nncn1N. The result is 0 (non-inhibitor). (4) The compound is COc1cc(C2C(C#N)=C(N)N(Nc3ccccc3)C3=C2C(=O)CC(C)(C)C3)ccc1OCc1cccc(F)c1. The result is 0 (non-inhibitor). (5) The compound is COc1cccc(-c2cc3nc(-c4ccccc4)cc(N4CCC5(CC4)OCCO5)n3n2)c1. The result is 0 (non-inhibitor). (6) The molecule is Cc1cc(C)c(S(=O)(=O)Nc2c(C)[nH]c(=O)[nH]c2=O)c(C)c1. The result is 0 (non-inhibitor).